This data is from Catalyst prediction with 721,799 reactions and 888 catalyst types from USPTO. The task is: Predict which catalyst facilitates the given reaction. Reactant: Cl.[CH3:2][C@H:3]1[CH2:8][NH:7][CH2:6][CH2:5][N:4]1[C:9]1[CH:14]=[CH:13][CH:12]=[C:11]([C:15]([F:18])([F:17])[F:16])[CH:10]=1.[CH2:19]=[O:20].[C:21](O)(=[O:23])C.C([BH3-])#N.[Na+]. Product: [F:16][C:15]([F:18])([F:17])[C:19]([OH:23])=[O:20].[CH3:2][C@@H:3]1[CH2:8][N:7]([CH3:21])[CH2:6][CH2:5][N:4]1[C:9]1[CH:14]=[CH:13][CH:12]=[C:11]([C:15]([F:18])([F:16])[F:17])[CH:10]=1. The catalyst class is: 5.